From a dataset of Full USPTO retrosynthesis dataset with 1.9M reactions from patents (1976-2016). Predict the reactants needed to synthesize the given product. (1) Given the product [C:1]([O:5][C:6]([N:8]1[CH2:12][CH:11]2[CH:10]([O:18]2)[CH2:9]1)=[O:7])([CH3:4])([CH3:2])[CH3:3], predict the reactants needed to synthesize it. The reactants are: [C:1]([O:5][C:6]([N:8]1[CH2:12][CH:11]=[CH:10][CH2:9]1)=[O:7])([CH3:4])([CH3:3])[CH3:2].ClC1C=C(C=CC=1)C(OO)=[O:18].ClCCl. (2) Given the product [N+:59]([C:62]1[CH:76]=[CH:75][C:65]([C:66]([O:68][CH2:69][CH2:70][CH2:71][CH2:78][C@@H:77]([OH:81])[CH2:79][OH:22])=[O:67])=[CH:64][CH:63]=1)([O-:61])=[O:60], predict the reactants needed to synthesize it. The reactants are: CC[C@@H]1[C@@H]2C[C@H]([C@@H](OC3C4C(=CC=CC=4)C(O[C@@H](C4C=CN=C5C=4C=C(OC)C=C5)[C@@H]4N5C[C@H](CC)[C@@H](CC5)C4)=NN=3)C3C=CN=C4C=3C=C([O:22]C)C=C4)N(CC2)C1.[N+:59]([C:62]1[CH:76]=[CH:75][C:65]([C:66]([O:68][CH2:69][CH2:70][CH2:71]CC=C)=[O:67])=[CH:64][CH:63]=1)([O-:61])=[O:60].[C:77]([OH:81])(C)([CH3:79])[CH3:78].O. (3) The reactants are: Cl[C:2]([O:4][CH2:5][CH3:6])=[O:3].[N:7]1([C:13]2[CH:18]=[CH:17][CH:16]=[CH:15][C:14]=2[OH:19])[CH2:12][CH2:11][NH:10][CH2:9][CH2:8]1. Given the product [OH:19][C:14]1[CH:15]=[CH:16][CH:17]=[CH:18][C:13]=1[N:7]1[CH2:12][CH2:11][N:10]([C:2]([O:4][CH2:5][CH3:6])=[O:3])[CH2:9][CH2:8]1, predict the reactants needed to synthesize it. (4) Given the product [Cl:1][C:2]1[C:3]([OH:25])=[C:4]([CH:21]=[C:22]([F:24])[CH:23]=1)[CH2:5][C:6]1[C:14]2[C:13]([C:15]([NH:17][OH:18])=[O:16])=[N:12][CH:11]=[CH:10][C:9]=2[N:8]([CH2:19][CH3:20])[CH:7]=1, predict the reactants needed to synthesize it. The reactants are: [Cl:1][C:2]1[C:3]([OH:25])=[C:4]([CH:21]=[C:22]([F:24])[CH:23]=1)[CH2:5][C:6]1[C:10]2[CH:11]=[N:12][C:13]([C:15]([NH:17][OH:18])=[O:16])=[CH:14][C:9]=2[N:8]([CH2:19][CH3:20])[CH:7]=1.ClC1C=C(F)C=CC=1OCC1C2C=NC(C(OCC)=O)=CC=2N(CC)C=1.ClC1C(O)=C(C=C(F)C=1)CC1C2C=NC(C(OCC)=O)=CC=2N(CC)C=1. (5) Given the product [CH3:31][O:32][C:33]([C:35]1[CH:40]=[CH:39][C:38]([C:4]2[CH:5]=[CH:6][C:7]([CH:8]([CH3:22])[C:9]([C:15]3[CH:20]=[CH:19][N:18]=[C:17]([C:38]4[CH:39]=[CH:40][C:35]([C:33]([OH:34])=[O:32])=[CH:36][CH:37]=4)[CH:16]=3)([OH:14])[C:10]([F:11])([F:13])[F:12])=[C:2]([Cl:1])[CH:3]=2)=[CH:37][CH:36]=1)=[O:34], predict the reactants needed to synthesize it. The reactants are: [Cl:1][C:2]1[CH:3]=[C:4](OS(C(F)(F)F)(=O)=O)[CH:5]=[CH:6][C:7]=1[CH:8]([CH3:22])[C:9]([C:15]1[CH:20]=[CH:19][N:18]=[C:17](Cl)[CH:16]=1)([OH:14])[C:10]([F:13])([F:12])[F:11].[CH3:31][O:32][C:33]([C:35]1[CH:40]=[CH:39][C:38](B(O)O)=[CH:37][CH:36]=1)=[O:34]. (6) Given the product [Br:1][C:2]1[CH:3]=[CH:4][C:5]([NH:8][C:9]2[S:10][CH:13]=[C:14]([CH3:15])[N:11]=2)=[N:6][CH:7]=1, predict the reactants needed to synthesize it. The reactants are: [Br:1][C:2]1[CH:3]=[CH:4][C:5]([NH:8][C:9]([NH2:11])=[S:10])=[N:6][CH:7]=1.Cl[CH2:13][C:14](=O)[CH3:15].O. (7) Given the product [Cl:1][C:2]1[CH:3]=[CH:4][C:5]([CH3:11])=[C:6]([CH:10]=1)[C:7]([O:9][CH2:17][CH3:18])=[O:8], predict the reactants needed to synthesize it. The reactants are: [Cl:1][C:2]1[CH:3]=[CH:4][C:5]([CH3:11])=[C:6]([CH:10]=1)[C:7]([OH:9])=[O:8].S(=O)(=O)(O)O.[CH2:17](O)[CH3:18]. (8) Given the product [F:1][C:2]1[C:11]2[O:10][CH2:9][CH:8]([CH2:12][N:29]([CH3:28])[CH2:30][CH2:31][CH3:32])[O:7][C:6]=2[CH:5]=[C:4]([S:24]([CH3:27])(=[O:25])=[O:26])[CH:3]=1, predict the reactants needed to synthesize it. The reactants are: [F:1][C:2]1[C:11]2[O:10][CH2:9][CH:8]([CH2:12]OS(C3C=CC(C)=CC=3)(=O)=O)[O:7][C:6]=2[CH:5]=[C:4]([S:24]([CH3:27])(=[O:26])=[O:25])[CH:3]=1.[CH3:28][NH:29][CH2:30][CH2:31][CH3:32]. (9) The reactants are: [F:1][C:2]1[CH:7]=[C:6]([C:8]2[N:17]=[C:11]3[CH:12]=[C:13]([NH2:16])[CH:14]=[CH:15][N:10]3[N:9]=2)[CH:5]=[CH:4][N:3]=1.[CH2:18]([O:20][C:21]([C:23]1[CH:24]=[N:25][N:26]([CH3:31])[C:27]=1[C:28](O)=[O:29])=[O:22])[CH3:19]. Given the product [CH2:18]([O:20][C:21]([C:23]1[CH:24]=[N:25][N:26]([CH3:31])[C:27]=1[C:28](=[O:29])[NH:16][C:13]1[CH:14]=[CH:15][N:10]2[N:9]=[C:8]([C:6]3[CH:5]=[CH:4][N:3]=[C:2]([F:1])[CH:7]=3)[N:17]=[C:11]2[CH:12]=1)=[O:22])[CH3:19], predict the reactants needed to synthesize it.